Dataset: Reaction yield outcomes from USPTO patents with 853,638 reactions. Task: Predict the reaction yield, written as a fraction of the theoretical maximum amount of product (1.0 means a 100% yield; for example, 0.34 means a 34% yield). (1) The reactants are [H-].[Na+].[OH:3][C:4]1[CH:5]=[C:6]2[C:10](=[CH:11][CH:12]=1)[C:9](=[O:13])[NH:8][C:7]2=[O:14].F[C:16]1[CH:21]=[CH:20][C:19]([N+:22]([O-:24])=[O:23])=[CH:18][CH:17]=1. The catalyst is CN(C=O)C.O. The product is [N+:22]([C:19]1[CH:20]=[CH:21][C:16]([O:3][C:4]2[CH:5]=[C:6]3[C:10](=[CH:11][CH:12]=2)[C:9](=[O:13])[NH:8][C:7]3=[O:14])=[CH:17][CH:18]=1)([O-:24])=[O:23]. The yield is 0.620. (2) The reactants are [CH3:1][N:2]([S:20]([C:23]1[S:24][CH:25]=[CH:26][CH:27]=1)(=[O:22])=[O:21])[C:3]1[CH:4]=[C:5]([O:15][C:16]([F:19])([F:18])[F:17])[CH:6]=[C:7]2[C:11]=1[NH:10][C:9]([C:12](O)=[O:13])=[CH:8]2.[CH2:28]([S:35][CH:36]([CH:39]([O:42][CH3:43])[O:40][CH3:41])[CH2:37][NH2:38])[C:29]1[CH:34]=[CH:33][CH:32]=[CH:31][CH:30]=1.C(N(C(C)C)CC)(C)C.F[P-](F)(F)(F)(F)F.N1(OC(N(C)C)=[N+](C)C)C2N=CC=CC=2N=N1. The catalyst is O.CN(C)C=O. The product is [CH2:28]([S:35][CH:36]([CH:39]([O:40][CH3:41])[O:42][CH3:43])[CH2:37][NH:38][C:12]([C:9]1[NH:10][C:11]2[C:7]([CH:8]=1)=[CH:6][C:5]([O:15][C:16]([F:17])([F:19])[F:18])=[CH:4][C:3]=2[N:2]([CH3:1])[S:20]([C:23]1[S:24][CH:25]=[CH:26][CH:27]=1)(=[O:21])=[O:22])=[O:13])[C:29]1[CH:34]=[CH:33][CH:32]=[CH:31][CH:30]=1. The yield is 0.670. (3) No catalyst specified. The yield is 0.980. The reactants are [CH3:1][C:2]1[O:6][N:5]=[C:4]([C:7]2[CH:12]=[CH:11][CH:10]=[CH:9][CH:8]=2)[C:3]=1[CH2:13][O:14][C:15]1[CH:23]=[CH:22][C:18]([C:19]([OH:21])=O)=[CH:17][N:16]=1.Cl.[F:25][C:26]1([F:32])[CH2:31][CH2:30][NH:29][CH2:28][CH2:27]1. The product is [F:25][C:26]1([F:32])[CH2:31][CH2:30][N:29]([C:19]([C:18]2[CH:17]=[N:16][C:15]([O:14][CH2:13][C:3]3[C:4]([C:7]4[CH:8]=[CH:9][CH:10]=[CH:11][CH:12]=4)=[N:5][O:6][C:2]=3[CH3:1])=[CH:23][CH:22]=2)=[O:21])[CH2:28][CH2:27]1. (4) The reactants are Cl.Cl.[C:3]([C:7]1[CH:12]=[CH:11][CH:10]=[CH:9][C:8]=1[N:13]1[CH2:18][CH2:17][NH:16][CH2:15][CH2:14]1)([CH3:6])([CH3:5])[CH3:4].[C:19]12([C:32](O)=[O:33])[CH2:28][CH:23]3[CH2:24][CH:25]([CH2:27][C:21]([C:29]([OH:31])=[O:30])([CH2:22]3)[CH2:20]1)[CH2:26]2.Cl.C(N=C=NCCCN(C)C)C.O.ON1C2C=CC=CC=2N=N1. The catalyst is O.CN(C)C=O.C(N(CC)CC)C. The product is [C:3]([C:7]1[CH:12]=[CH:11][CH:10]=[CH:9][C:8]=1[N:13]1[CH2:18][CH2:17][N:16]([C:32]([C:19]23[CH2:28][CH:23]4[CH2:24][CH:25]([CH2:27][C:21]([C:29]([OH:31])=[O:30])([CH2:22]4)[CH2:20]2)[CH2:26]3)=[O:33])[CH2:15][CH2:14]1)([CH3:6])([CH3:4])[CH3:5]. The yield is 0.610. (5) The reactants are [CH3:1][O:2][C:3]1[CH:12]=[C:11]([O:13][CH3:14])[CH:10]=[C:9]2[C:4]=1[C:5](=[O:31])[NH:6][C:7]([C:15]1[CH:20]=[C:19]([CH3:21])[C:18]([NH:22][C:23]([CH2:25][O:26]C(=O)C)=[O:24])=[C:17]([CH3:30])[CH:16]=1)=[N:8]2.C(=O)([O-])[O-].[K+].[K+].Cl. The catalyst is CO.ClCCl.O. The product is [CH3:1][O:2][C:3]1[CH:12]=[C:11]([O:13][CH3:14])[CH:10]=[C:9]2[C:4]=1[C:5](=[O:31])[NH:6][C:7]([C:15]1[CH:20]=[C:19]([CH3:21])[C:18]([NH:22][C:23](=[O:24])[CH2:25][OH:26])=[C:17]([CH3:30])[CH:16]=1)=[N:8]2. The yield is 0.490. (6) The reactants are [Br:1][C:2]1[S:3][C:4]([C:8]([OH:10])=O)=[C:5]([Br:7])[N:6]=1.S(Cl)(Cl)=O.C1(C)C=CC=CC=1.[OH-].[NH4+:23].O. The catalyst is C(Cl)Cl.CN(C=O)C. The product is [Br:1][C:2]1[S:3][C:4]([C:8]([NH2:23])=[O:10])=[C:5]([Br:7])[N:6]=1. The yield is 0.690. (7) The reactants are Br[C:2]1[O:3][C:4]2[C:24]([O:25]C(=O)C)=[C:23]([O:29][CH3:30])[CH:22]=[CH:21][C:5]=2[C:6]=1[C:7](=[O:20])[C:8]1[CH:13]=[C:12]([O:14][CH3:15])[C:11]([O:16][CH3:17])=[C:10]([O:18][CH3:19])[CH:9]=1.[CH3:31][O:32][C:33](=[O:36])[CH:34]=[CH2:35].CO.C(=O)([O-])[O-].[K+].[K+]. The catalyst is C(#N)C.C([O-])(=O)C.[Pd+2].C([O-])(=O)C. The product is [CH3:31][O:32][C:33](=[O:36])/[CH:34]=[CH:35]/[C:2]1[O:3][C:4]2[C:24]([OH:25])=[C:23]([O:29][CH3:30])[CH:22]=[CH:21][C:5]=2[C:6]=1[C:7](=[O:20])[C:8]1[CH:9]=[C:10]([O:18][CH3:19])[C:11]([O:16][CH3:17])=[C:12]([O:14][CH3:15])[CH:13]=1. The yield is 0.370. (8) The reactants are C[O:2][C:3](=[O:40])[C:4]([CH3:39])([CH3:38])[CH2:5][CH2:6][CH2:7][C:8]1[CH:13]=[CH:12][C:11]([C:14]([N:16]2[C:25]3[C:20](=[CH:21][CH:22]=[CH:23][CH:24]=3)[C@H:19]([N:26]([C:34](=[O:36])[CH3:35])[C:27]3[CH:32]=[CH:31][C:30]([Cl:33])=[CH:29][CH:28]=3)[CH2:18][C@@H:17]2[CH3:37])=[O:15])=[CH:10][CH:9]=1.[OH-].[Na+]. The catalyst is CO.O1CCCC1.O. The product is [C:34]([N:26]([C:27]1[CH:28]=[CH:29][C:30]([Cl:33])=[CH:31][CH:32]=1)[C@H:19]1[C:20]2[C:25](=[CH:24][CH:23]=[CH:22][CH:21]=2)[N:16]([C:14]([C:11]2[CH:12]=[CH:13][C:8]([CH2:7][CH2:6][CH2:5][C:4]([CH3:39])([CH3:38])[C:3]([OH:40])=[O:2])=[CH:9][CH:10]=2)=[O:15])[C@@H:17]([CH3:37])[CH2:18]1)(=[O:36])[CH3:35]. The yield is 0.600. (9) The reactants are Cl[C:2]1[C:11]2[C:6](=[CH:7][CH:8]=[C:9]([C:12]([F:15])([F:14])[F:13])[CH:10]=2)[N:5]=[CH:4][CH:3]=1.[Cl:16][C:17]1[CH:18]=[C:19]([CH:21]=[CH:22][CH:23]=1)[NH2:20]. The catalyst is CC(O)C.Cl. The product is [Cl:16][C:17]1[CH:18]=[C:19]([NH:20][C:2]2[C:11]3[C:6](=[CH:7][CH:8]=[C:9]([C:12]([F:15])([F:14])[F:13])[CH:10]=3)[N:5]=[CH:4][CH:3]=2)[CH:21]=[CH:22][CH:23]=1. The yield is 0.0700. (10) The reactants are [CH:1]1([OH:5])[CH2:4][CH2:3][CH2:2]1.[Br:6][C:7]1[CH:12]=[CH:11][CH:10]=[C:9](Br)[N:8]=1. No catalyst specified. The product is [Br:6][C:7]1[CH:12]=[CH:11][CH:10]=[C:9]([O:5][CH:1]2[CH2:4][CH2:3][CH2:2]2)[N:8]=1. The yield is 0.310.